Task: Predict the product of the given reaction.. Dataset: Forward reaction prediction with 1.9M reactions from USPTO patents (1976-2016) (1) Given the reactants C([N:3](C(=O)C1C=CC(O)=CC=1)[C:4]1[CH:9]=[C:8]([O:10][CH3:11])[CH:7]=[CH:6][C:5]=1[C@@H:12]1[CH2:21][CH2:20][C:19]2[CH:18]=[C:17]([O:22]C(=O)C(C)(C)C)[CH:16]=[CH:15][C:14]=2[CH2:13]1)C.Cl[CH2:39][C:40]([N:42]([CH3:44])[CH3:43])=O, predict the reaction product. The product is: [CH3:43][N:42]([CH3:44])[CH2:40][CH2:39][O:10][C:8]1[CH:9]=[CH:4][C:5]([CH2:12][CH2:13][CH2:14][NH:3][C:4]2[CH:9]=[C:8]([O:10][CH3:11])[CH:7]=[CH:6][C:5]=2[C@@H:12]2[CH2:21][CH2:20][C:19]3[CH:18]=[C:17]([OH:22])[CH:16]=[CH:15][C:14]=3[CH2:13]2)=[CH:6][CH:7]=1. (2) Given the reactants Cl[C:2]1[N:10]=[C:9]2[C:5]([NH:6][CH:7]=[N:8]2)=[C:4](Cl)[N:3]=1.C(OCC)(=O)C.O1C=CCCC1.N1CCCC1, predict the reaction product. The product is: [N:3]1[CH:4]=[C:5]2[C:9]([N:8]=[CH:7][NH:6]2)=[N:10][CH:2]=1. (3) The product is: [C:1]([O:5][C:6]([N:8]1[CH2:9][CH2:10][CH:11]([CH:14]2[CH2:18][C:17]3[CH:19]=[C:20]([C:33]4[CH:41]=[CH:40][C:36]([C:37](=[O:38])[NH2:39])=[CH:35][N:34]=4)[CH:21]=[CH:22][C:16]=3[O:15]2)[CH2:12][CH2:13]1)=[O:7])([CH3:2])([CH3:4])[CH3:3]. Given the reactants [C:1]([O:5][C:6]([N:8]1[CH2:13][CH2:12][CH:11]([CH:14]2[CH2:18][C:17]3[CH:19]=[C:20](B4OC(C)(C)C(C)(C)O4)[CH:21]=[CH:22][C:16]=3[O:15]2)[CH2:10][CH2:9]1)=[O:7])([CH3:4])([CH3:3])[CH3:2].Br[C:33]1[CH:41]=[CH:40][C:36]([C:37]([NH2:39])=[O:38])=[CH:35][N:34]=1, predict the reaction product.